From a dataset of Full USPTO retrosynthesis dataset with 1.9M reactions from patents (1976-2016). Predict the reactants needed to synthesize the given product. (1) Given the product [CH2:28]([N:19]1[C:18](=[O:30])[C:17]2[C:26](=[CH:27][C:14]([NH:13][C:4](=[O:31])[CH2:5][C:6]3[CH:45]=[CH:44][N:43]=[CH:46][CH:47]=3)=[CH:15][CH:16]=2)[C:25]2[CH:24]=[CH:23][CH:22]=[CH:21][C:20]1=2)[CH3:29], predict the reactants needed to synthesize it. The reactants are: Cl.CN(C)[CH2:4][CH2:5][CH2:6]N=C=NCC.[NH2:13][C:14]1[CH:27]=[C:26]2[C:17]([C:18](=[O:30])[N:19]([CH2:28][CH3:29])[C:20]3[CH:21]=[CH:22][CH:23]=[CH:24][C:25]=32)=[CH:16][CH:15]=1.[OH:31]N1C2C=CC=CC=2N=N1.C([N:43]([CH2:46][CH3:47])[CH2:44][CH3:45])C. (2) Given the product [CH3:8][C@@H:9]1[N:13]([C:26]2[N:31]=[CH:30][CH:29]=[CH:28][N:27]=2)[C@H:12]([C:14]([O:16][CH2:17][CH3:18])=[O:15])[CH2:11][CH2:10]1, predict the reactants needed to synthesize it. The reactants are: FC(F)(F)C(O)=O.[CH3:8][C@@H:9]1[NH:13][C@H:12]([C:14]([O:16][CH2:17][CH3:18])=[O:15])[CH2:11][CH2:10]1.C([O-])([O-])=O.[K+].[K+].Cl[C:26]1[N:31]=[CH:30][CH:29]=[CH:28][N:27]=1. (3) Given the product [CH2:31]([O:39][C:22]1[N:21]=[CH:20][C:19](/[C:16](/[C:13]2[CH:14]=[CH:15][C:10]([NH:9][C:7](=[O:8])[C:6]3[C:26]([CH3:27])=[C:2]([F:1])[CH:3]=[N:4][CH:5]=3)=[N:11][CH:12]=2)=[CH:17]/[CH3:18])=[CH:24][CH:23]=1)[CH3:32].[F:1][C:2]1[CH:3]=[N:4][CH:5]=[C:6]([C:26]=1[CH3:27])[C:7]([NH:9][C:10]1[CH:15]=[CH:14][C:13](/[C:16](/[C:19]2[CH:20]=[N:21][C:22]([N:28]3[CH2:32][CH2:31][CH2:30][CH2:29]3)=[CH:23][CH:24]=2)=[CH:17]\[CH3:18])=[CH:12][N:11]=1)=[O:8], predict the reactants needed to synthesize it. The reactants are: [F:1][C:2]1[CH:3]=[N:4][CH:5]=[C:6]([C:26]=1[CH3:27])[C:7]([NH:9][C:10]1[CH:15]=[CH:14][C:13](/[C:16](/[C:19]2[CH:20]=[N:21][C:22](F)=[CH:23][CH:24]=2)=[CH:17]\[CH3:18])=[CH:12][N:11]=1)=[O:8].[NH:28]1[CH2:32][CH2:31][CH2:30][CH2:29]1.[H-].[Na+].CN(C=[O:39])C.